This data is from Forward reaction prediction with 1.9M reactions from USPTO patents (1976-2016). The task is: Predict the product of the given reaction. (1) Given the reactants C(=O)([O-])[O-].[Ca+2].[C:6](Cl)(Cl)=[S:7].ClCCl.O.[NH2:14][C:15]1[CH:22]=[CH:21][C:18]([C:19]#[N:20])=[C:17]([Cl:23])[CH:16]=1.Cl, predict the reaction product. The product is: [Cl:23][C:17]1[CH:16]=[C:15]([N:14]=[C:6]=[S:7])[CH:22]=[CH:21][C:18]=1[C:19]#[N:20]. (2) Given the reactants [Cl:1][C:2]1[C:11]2[C:6](=[CH:7][CH:8]=[C:9]([OH:12])[CH:10]=2)[N:5]=[CH:4][CH:3]=1.Br[CH2:14][C:15]#[N:16].C(=O)([O-])[O-].[K+].[K+].O, predict the reaction product. The product is: [Cl:1][C:2]1[C:11]2[C:6](=[CH:7][CH:8]=[C:9]([O:12][CH2:14][C:15]#[N:16])[CH:10]=2)[N:5]=[CH:4][CH:3]=1.